Dataset: Full USPTO retrosynthesis dataset with 1.9M reactions from patents (1976-2016). Task: Predict the reactants needed to synthesize the given product. Given the product [CH2:1]([O:3][C:4]([C:5]1[C:6]([C:7]2[CH:12]=[CH:11][CH:10]=[C:9]([CH3:13])[N:8]=2)=[N:16][N:17]2[CH:22]=[CH:21][CH:20]=[CH:19][C:18]=12)=[O:14])[CH3:2], predict the reactants needed to synthesize it. The reactants are: [CH2:1]([O:3][C:4](=[O:14])[C:5]#[C:6][C:7]1[CH:12]=[CH:11][CH:10]=[C:9]([CH3:13])[N:8]=1)[CH3:2].[I-].[NH2:16][N+:17]1[CH:22]=[CH:21][CH:20]=[CH:19][CH:18]=1.C1CCN2C(=NCCC2)CC1.